From a dataset of Forward reaction prediction with 1.9M reactions from USPTO patents (1976-2016). Predict the product of the given reaction. (1) Given the reactants [C:1]([CH:3]([CH:6]1[CH2:11][CH2:10][N:9]([C:12]([O:14][C:15]([CH3:18])([CH3:17])[CH3:16])=[O:13])[CH2:8][CH2:7]1)[CH:4]=O)#[N:2].C(N(CC)CC)C.[CH3:26][S:27](Cl)(=O)=O.[C:31]([O:34][CH2:35][CH2:36]S)(=[O:33])C.[O-]CC.[Na+], predict the reaction product. The product is: [NH2:2][C:1]1[C:3]([CH:6]2[CH2:11][CH2:10][N:9]([C:12]([O:14][C:15]([CH3:18])([CH3:17])[CH3:16])=[O:13])[CH2:8][CH2:7]2)=[CH:4][S:27][C:26]=1[C:31]([O:34][CH2:35][CH3:36])=[O:33]. (2) Given the reactants [I-].[CH2:2]([N+:6]1[C:10]([CH3:11])=[C:9]([CH3:12])[S:8][C:7]=1[CH3:13])[CH2:3][CH2:4][CH3:5].[Cl:14][C:15]1[N:23]=[CH:22][CH:21]=[CH:20][C:16]=1[C:17](Cl)=[O:18], predict the reaction product. The product is: [CH2:2]([N:6]1[C:10]([CH3:11])=[C:9]([CH3:12])[S:8]/[C:7]/1=[CH:13]\[C:17]([C:16]1[C:15]([Cl:14])=[N:23][CH:22]=[CH:21][CH:20]=1)=[O:18])[CH2:3][CH2:4][CH3:5]. (3) Given the reactants [CH3:1][O:2][CH:3]([O:19][CH3:20])[CH2:4][N:5]1[C:13]2[C:8](=[CH:9][C:10]([OH:18])=[CH:11][C:12]=2[C:14]([O:16][CH3:17])=[O:15])[CH:7]=[N:6]1.[C:21](=O)([O-])[O-].[Cs+].[Cs+].IC, predict the reaction product. The product is: [CH3:20][O:19][CH:3]([O:2][CH3:1])[CH2:4][N:5]1[C:13]2[C:8](=[CH:9][C:10]([O:18][CH3:21])=[CH:11][C:12]=2[C:14]([O:16][CH3:17])=[O:15])[CH:7]=[N:6]1.